Task: Predict the product of the given reaction.. Dataset: Forward reaction prediction with 1.9M reactions from USPTO patents (1976-2016) (1) The product is: [Br:1][C:2]1[CH:3]=[C:4]2[C:8](=[CH:9][CH:10]=1)[CH:7]([O:11][Si:19]([C:22]([CH3:25])([CH3:24])[CH3:23])([CH3:21])[CH3:20])[CH2:6][CH2:5]2. Given the reactants [Br:1][C:2]1[CH:3]=[C:4]2[C:8](=[CH:9][CH:10]=1)[CH:7]([OH:11])[CH2:6][CH2:5]2.C(N(CC)CC)C.[Si:19](Cl)([C:22]([CH3:25])([CH3:24])[CH3:23])([CH3:21])[CH3:20], predict the reaction product. (2) Given the reactants FC(F)(F)S(O[C:7]1[CH:12]=[CH:11][C:10]([F:13])=[C:9]([NH:14][CH2:15][C:16]2([CH3:22])[CH2:21][CH2:20][O:19][CH2:18][CH2:17]2)[N:8]=1)(=O)=O.[Cl:25][C:26]1[C:27](B(O)O)=[CH:28][C:29]([F:32])=[N:30][CH:31]=1.C([O-])([O-])=O.[Na+].[Na+], predict the reaction product. The product is: [Cl:25][C:26]1[C:27]([C:7]2[CH:12]=[CH:11][C:10]([F:13])=[C:9]([NH:14][CH2:15][C:16]3([CH3:22])[CH2:17][CH2:18][O:19][CH2:20][CH2:21]3)[N:8]=2)=[CH:28][C:29]([F:32])=[N:30][CH:31]=1. (3) Given the reactants [NH2:1][C:2]1[CH:3]=[C:4]([CH:10]=[CH:11][N:12]=1)[C:5]([O:7][CH2:8][CH3:9])=[O:6].C(N(CC)CC)C.[CH:20]([N:23]=[C:24]=[O:25])([CH3:22])[CH3:21], predict the reaction product. The product is: [CH2:8]([O:7][C:5](=[O:6])[C:4]1[CH:10]=[CH:11][N:12]=[C:2]([NH:1][C:24]([NH:23][CH:20]([CH3:22])[CH3:21])=[O:25])[CH:3]=1)[CH3:9]. (4) Given the reactants [CH3:1][C:2]1([CH3:21])[CH2:10][C:9]2[NH:8][CH:7]=[C:6]([CH2:11][CH2:12][C:13]([N:15]([CH2:18][CH3:19])[CH2:16][CH3:17])=O)[C:5]=2[C:4](=O)[CH2:3]1.[H-].[Al+3].[Li+].[H-].[H-].[H-].[OH-].[Na+].O, predict the reaction product. The product is: [CH3:21][C:2]1([CH3:1])[CH2:10][C:9]2[NH:8][CH:7]=[C:6]([CH2:11][CH2:12][CH2:13][N:15]([CH2:18][CH3:19])[CH2:16][CH3:17])[C:5]=2[CH2:4][CH2:3]1. (5) Given the reactants [F:1][C:2]1[CH:3]=[C:4]([CH:6]=[CH:7][C:8]=1[N:9]1[CH2:14][CH2:13][N:12]([CH3:15])[CH2:11][CH2:10]1)[NH2:5].C[Al](C)C.N#N.[NH:22](/[C:26](/[CH3:32])=[CH:27]\[C:28](OC)=[O:29])[C:23]([CH3:25])=O, predict the reaction product. The product is: [F:1][C:2]1[CH:3]=[C:4]([N:5]2[C:28](=[O:29])[CH:27]=[C:26]([CH3:32])[N:22]=[C:23]2[CH3:25])[CH:6]=[CH:7][C:8]=1[N:9]1[CH2:10][CH2:11][N:12]([CH3:15])[CH2:13][CH2:14]1. (6) Given the reactants [P:1](=[O:5])([OH:4])([OH:3])[OH:2].[P:6](=[O:10])([OH:9])([OH:8])[OH:7].[U+4:11], predict the reaction product. The product is: [P:1]([O-:5])([O-:4])([O-:3])=[O:2].[U+4:11].[P:6]([O-:10])([O-:9])([O-:8])=[O:7].[P:1]([O-:5])([O-:4])([O-:3])=[O:2].[P:1]([O-:5])([O-:4])([O-:3])=[O:2].[U+4:11].[U+4:11]. (7) Given the reactants [Cl:1][C:2]1[CH:3]=[C:4]([NH:17][C:18]2[C:19]3[C:26]4[CH2:27][CH2:28][C:29](=[O:31])[CH2:30][C:25]=4[S:24][C:20]=3[N:21]=[CH:22][N:23]=2)[CH:5]=[CH:6][C:7]=1[O:8][CH2:9][C:10]1[CH:15]=[CH:14][CH:13]=[C:12]([CH3:16])[N:11]=1.CO[CH:34](OC)[N:35]([CH3:37])[CH3:36], predict the reaction product. The product is: [Cl:1][C:2]1[CH:3]=[C:4]([NH:17][C:18]2[C:19]3[C:26]4[CH2:27][CH2:28][C:29](=[O:31])/[C:30](=[CH:34]\[N:35]([CH3:37])[CH3:36])/[C:25]=4[S:24][C:20]=3[N:21]=[CH:22][N:23]=2)[CH:5]=[CH:6][C:7]=1[O:8][CH2:9][C:10]1[CH:15]=[CH:14][CH:13]=[C:12]([CH3:16])[N:11]=1.